This data is from NCI-60 drug combinations with 297,098 pairs across 59 cell lines. The task is: Regression. Given two drug SMILES strings and cell line genomic features, predict the synergy score measuring deviation from expected non-interaction effect. (1) Drug 1: C1=NC2=C(N=C(N=C2N1C3C(C(C(O3)CO)O)F)Cl)N. Drug 2: C1=CN(C=N1)CC(O)(P(=O)(O)O)P(=O)(O)O. Cell line: U251. Synergy scores: CSS=-0.893, Synergy_ZIP=7.35, Synergy_Bliss=10.7, Synergy_Loewe=2.98, Synergy_HSA=3.73. (2) Drug 1: COC1=C(C=C2C(=C1)N=CN=C2NC3=CC(=C(C=C3)F)Cl)OCCCN4CCOCC4. Drug 2: CC1=C(C=C(C=C1)NC(=O)C2=CC=C(C=C2)CN3CCN(CC3)C)NC4=NC=CC(=N4)C5=CN=CC=C5. Cell line: SK-MEL-5. Synergy scores: CSS=39.4, Synergy_ZIP=-3.67, Synergy_Bliss=-5.27, Synergy_Loewe=-3.52, Synergy_HSA=-3.12. (3) Drug 2: CCN(CC)CCCC(C)NC1=C2C=C(C=CC2=NC3=C1C=CC(=C3)Cl)OC. Cell line: NCI/ADR-RES. Drug 1: CNC(=O)C1=NC=CC(=C1)OC2=CC=C(C=C2)NC(=O)NC3=CC(=C(C=C3)Cl)C(F)(F)F. Synergy scores: CSS=14.2, Synergy_ZIP=-4.31, Synergy_Bliss=-7.19, Synergy_Loewe=-16.6, Synergy_HSA=-6.19. (4) Drug 1: C1CCC(C1)C(CC#N)N2C=C(C=N2)C3=C4C=CNC4=NC=N3. Drug 2: C1=CC(=CC=C1C#N)C(C2=CC=C(C=C2)C#N)N3C=NC=N3. Cell line: SW-620. Synergy scores: CSS=4.76, Synergy_ZIP=-0.658, Synergy_Bliss=-0.368, Synergy_Loewe=-2.94, Synergy_HSA=-3.32. (5) Drug 1: CN1C(=O)N2C=NC(=C2N=N1)C(=O)N. Drug 2: CCC1(CC2CC(C3=C(CCN(C2)C1)C4=CC=CC=C4N3)(C5=C(C=C6C(=C5)C78CCN9C7C(C=CC9)(C(C(C8N6C)(C(=O)OC)O)OC(=O)C)CC)OC)C(=O)OC)O.OS(=O)(=O)O. Cell line: DU-145. Synergy scores: CSS=-0.234, Synergy_ZIP=3.37, Synergy_Bliss=3.24, Synergy_Loewe=-1.01, Synergy_HSA=-1.15. (6) Drug 1: C1=NC(=NC(=O)N1C2C(C(C(O2)CO)O)O)N. Drug 2: CC1=C(C(=O)C2=C(C1=O)N3CC4C(C3(C2COC(=O)N)OC)N4)N. Cell line: M14. Synergy scores: CSS=63.4, Synergy_ZIP=-0.612, Synergy_Bliss=0.886, Synergy_Loewe=3.35, Synergy_HSA=5.97.